From a dataset of Full USPTO retrosynthesis dataset with 1.9M reactions from patents (1976-2016). Predict the reactants needed to synthesize the given product. (1) Given the product [C:7]([O:6][C:4]([N:11]1[CH2:15][CH2:14][CH2:13][C@H:12]1[C:16](=[NH:17])[NH:2][OH:3])=[O:5])([CH3:10])([CH3:9])[CH3:8], predict the reactants needed to synthesize it. The reactants are: Cl.[NH2:2][OH:3].[C:4]([N:11]1[CH2:15][CH2:14][CH2:13][C@H:12]1[C:16]#[N:17])([O:6][C:7]([CH3:10])([CH3:9])[CH3:8])=[O:5].C([O-])(O)=O.[Na+]. (2) Given the product [CH2:1]([O:3][C:4]1[CH:9]=[CH:8][C:7]([C:10]2[Te:11][C:12]([CH2:15][CH2:16][CH3:17])=[CH:13][CH:14]=2)=[C:6]([F:18])[C:5]=1[F:19])[CH3:2], predict the reactants needed to synthesize it. The reactants are: [CH2:1]([O:3][C:4]1[CH:9]=[CH:8][C:7]([C:10]2[Te:11][C:12]([CH:15]=[CH:16][CH3:17])=[CH:13][CH:14]=2)=[C:6]([F:18])[C:5]=1[F:19])[CH3:2]. (3) Given the product [N:1]([C@@H:2]([CH2:16][CH:17]1[CH2:22][CH2:21][NH:20][CH2:19][CH2:18]1)[C:3]([NH:5][C:6]1[CH:7]=[N:8][C:9]2[C:14]([CH:15]=1)=[CH:13][CH:12]=[CH:11][CH:10]=2)=[O:4])=[N+:37]=[N-:38], predict the reactants needed to synthesize it. The reactants are: [NH2:1][C@@H:2]([CH2:16][CH:17]1[CH2:22][CH2:21][NH:20][CH2:19][CH2:18]1)[C:3]([NH:5][C:6]1[CH:7]=[N:8][C:9]2[C:14]([CH:15]=1)=[CH:13][CH:12]=[CH:11][CH:10]=2)=[O:4].CCN(CC)CC.S([N:37]=[N+:38]=[N-])(C(F)(F)F)(=O)=O.